Dataset: Full USPTO retrosynthesis dataset with 1.9M reactions from patents (1976-2016). Task: Predict the reactants needed to synthesize the given product. (1) Given the product [CH3:38][N:30]1[CH2:31][CH2:32][N:27]([CH2:26][CH2:25][O:24][C:23]2[CH:34]=[CH:35][C:20]([CH:17]3[CH2:18][CH2:19][N:14]([C:11]4[CH:12]=[CH:13][C:8]5[N:9]([C:5]([C:4]([F:3])([F:36])[F:37])=[N:6][N:7]=5)[N:10]=4)[CH2:15][CH2:16]3)=[CH:21][CH:22]=2)[C:28](=[O:33])[CH2:29]1, predict the reactants needed to synthesize it. The reactants are: C=O.[F:3][C:4]([F:37])([F:36])[C:5]1[N:9]2[N:10]=[C:11]([N:14]3[CH2:19][CH2:18][CH:17]([C:20]4[CH:35]=[CH:34][C:23]([O:24][CH2:25][CH2:26][N:27]5[CH2:32][CH2:31][NH:30][CH2:29][C:28]5=[O:33])=[CH:22][CH:21]=4)[CH2:16][CH2:15]3)[CH:12]=[CH:13][C:8]2=[N:7][N:6]=1.[C:38](O)(=O)C.[Na]. (2) Given the product [Cl:3][CH2:4][CH2:5][CH2:6][O:7][C:8]1[CH:13]=[C:12]([CH2:14][CH2:15][C:16]([OH:18])=[O:17])[CH:11]=[CH:10][C:9]=1[C:20]1[CH:25]=[CH:24][CH:23]=[C:22]([N:26]([CH3:37])[C:27]([NH:29][CH2:30][CH2:31][CH2:32][CH2:33][CH2:34][CH2:35][CH3:36])=[O:28])[CH:21]=1, predict the reactants needed to synthesize it. The reactants are: [OH-].[Na+].[Cl:3][CH2:4][CH2:5][CH2:6][O:7][C:8]1[CH:13]=[C:12]([CH2:14][CH2:15][C:16]([O:18]C)=[O:17])[CH:11]=[CH:10][C:9]=1[C:20]1[CH:25]=[CH:24][CH:23]=[C:22]([N:26]([CH3:37])[C:27]([NH:29][CH2:30][CH2:31][CH2:32][CH2:33][CH2:34][CH2:35][CH3:36])=[O:28])[CH:21]=1. (3) Given the product [N:14]1[N:10]2[CH2:11][CH2:12][CH2:13][NH:8][C:9]2=[C:16]([CH2:17][NH:18][CH:31]=[O:32])[CH:15]=1, predict the reactants needed to synthesize it. The reactants are: C1(C(C2C=CC=CC=2)(C2C=CC=CC=2)[N:8]2[CH2:13][CH2:12][CH2:11][N:10]3[N:14]=[CH:15][C:16]([CH2:17][NH2:18])=[C:9]23)C=CC=CC=1.[CH:31](OCC)=[O:32]. (4) Given the product [C:9]1([C:15]#[C:16][C:2]2[CH:8]=[CH:7][C:5]([NH2:6])=[CH:4][CH:3]=2)[CH:14]=[CH:13][CH:12]=[CH:11][CH:10]=1, predict the reactants needed to synthesize it. The reactants are: I[C:2]1[CH:8]=[CH:7][C:5]([NH2:6])=[CH:4][CH:3]=1.[C:9]1([C:15]#[CH:16])[CH:14]=[CH:13][CH:12]=[CH:11][CH:10]=1.C1(P(C2C=CC=CC=2)C2C=CC=CC=2)C=CC=CC=1. (5) The reactants are: Cl.Cl.[CH2:3]([C:10]1[CH:11]=[N:12][C:13]([N:16]2[C@H:21]3[CH2:22][CH2:23][C@@H:17]2[CH2:18][NH:19][CH2:20]3)=[N:14][CH:15]=1)[C:4]1[CH:9]=[CH:8][CH:7]=[CH:6][CH:5]=1.Cl[C:25]1[C:34]2[C:29](=[CH:30][C:31]([O:36][CH3:37])=[C:32]([OH:35])[CH:33]=2)[N:28]=[CH:27][N:26]=1.C(N(CC)CC)C. Given the product [CH2:3]([C:10]1[CH:11]=[N:12][C:13]([N:16]2[C@H:21]3[CH2:22][CH2:23][C@@H:17]2[CH2:18][N:19]([C:25]2[C:34]4[C:29](=[CH:30][C:31]([O:36][CH3:37])=[C:32]([OH:35])[CH:33]=4)[N:28]=[CH:27][N:26]=2)[CH2:20]3)=[N:14][CH:15]=1)[C:4]1[CH:5]=[CH:6][CH:7]=[CH:8][CH:9]=1, predict the reactants needed to synthesize it. (6) Given the product [CH3:1][S:2][CH2:3][CH:4]1[CH2:7][NH:6][CH2:5]1.[F:18][C:17]([F:20])([F:19])[C:15]([OH:21])=[O:16], predict the reactants needed to synthesize it. The reactants are: [CH3:1][S:2][CH2:3][CH:4]1[CH2:7][N:6](C(OC(C)(C)C)=O)[CH2:5]1.[C:15]([OH:21])([C:17]([F:20])([F:19])[F:18])=[O:16]. (7) Given the product [CH2:25]([O:24]/[CH:23]=[CH:22]\[C:2]1[CH:3]=[C:4]([C:11]2[CH:16]=[CH:15][CH:14]=[CH:13][CH:12]=2)[C:5]2[N:6]([CH:8]=[N:9][N:10]=2)[CH:7]=1)[CH3:26], predict the reactants needed to synthesize it. The reactants are: Br[C:2]1[CH:3]=[C:4]([C:11]2[CH:16]=[CH:15][CH:14]=[CH:13][CH:12]=2)[C:5]2[N:6]([CH:8]=[N:9][N:10]=2)[CH:7]=1.C([Sn](CCCC)(CCCC)/[CH:22]=[CH:23]\[O:24][CH2:25][CH3:26])CCC.[F-].[K+].